This data is from NCI-60 drug combinations with 297,098 pairs across 59 cell lines. The task is: Regression. Given two drug SMILES strings and cell line genomic features, predict the synergy score measuring deviation from expected non-interaction effect. (1) Drug 1: CCC1=CC2CC(C3=C(CN(C2)C1)C4=CC=CC=C4N3)(C5=C(C=C6C(=C5)C78CCN9C7C(C=CC9)(C(C(C8N6C)(C(=O)OC)O)OC(=O)C)CC)OC)C(=O)OC.C(C(C(=O)O)O)(C(=O)O)O. Drug 2: C1CN(P(=O)(OC1)NCCCl)CCCl. Cell line: NCI/ADR-RES. Synergy scores: CSS=3.23, Synergy_ZIP=2.41, Synergy_Bliss=1.84, Synergy_Loewe=0.883, Synergy_HSA=0.794. (2) Drug 1: C1=C(C(=O)NC(=O)N1)N(CCCl)CCCl. Drug 2: CN1C2=C(C=C(C=C2)N(CCCl)CCCl)N=C1CCCC(=O)O.Cl. Cell line: MDA-MB-435. Synergy scores: CSS=5.29, Synergy_ZIP=0.691, Synergy_Bliss=4.89, Synergy_Loewe=-1.79, Synergy_HSA=1.46. (3) Drug 1: CC1=C2C(C(=O)C3(C(CC4C(C3C(C(C2(C)C)(CC1OC(=O)C(C(C5=CC=CC=C5)NC(=O)C6=CC=CC=C6)O)O)OC(=O)C7=CC=CC=C7)(CO4)OC(=O)C)O)C)OC(=O)C. Drug 2: CC(C)CN1C=NC2=C1C3=CC=CC=C3N=C2N. Cell line: U251. Synergy scores: CSS=15.7, Synergy_ZIP=-1.70, Synergy_Bliss=-1.69, Synergy_Loewe=-16.3, Synergy_HSA=0.0520. (4) Drug 1: CC1C(C(CC(O1)OC2CC(CC3=C2C(=C4C(=C3O)C(=O)C5=C(C4=O)C(=CC=C5)OC)O)(C(=O)CO)O)N)O.Cl. Drug 2: CC1=CC2C(CCC3(C2CCC3(C(=O)C)OC(=O)C)C)C4(C1=CC(=O)CC4)C. Cell line: A549. Synergy scores: CSS=8.02, Synergy_ZIP=2.07, Synergy_Bliss=7.83, Synergy_Loewe=3.64, Synergy_HSA=4.20. (5) Drug 1: C1=CC(=C2C(=C1NCCNCCO)C(=O)C3=C(C=CC(=C3C2=O)O)O)NCCNCCO. Drug 2: B(C(CC(C)C)NC(=O)C(CC1=CC=CC=C1)NC(=O)C2=NC=CN=C2)(O)O. Cell line: NCI-H322M. Synergy scores: CSS=25.3, Synergy_ZIP=-1.06, Synergy_Bliss=6.91, Synergy_Loewe=5.27, Synergy_HSA=5.16. (6) Drug 1: C1CN1P(=S)(N2CC2)N3CC3. Drug 2: C1C(C(OC1N2C=NC3=C(N=C(N=C32)Cl)N)CO)O. Cell line: CCRF-CEM. Synergy scores: CSS=82.8, Synergy_ZIP=0.244, Synergy_Bliss=-0.714, Synergy_Loewe=0.145, Synergy_HSA=2.15.